From a dataset of Full USPTO retrosynthesis dataset with 1.9M reactions from patents (1976-2016). Predict the reactants needed to synthesize the given product. (1) Given the product [C:29]([O:28][C:27](=[O:33])[NH:26][CH:23]1[CH2:22][CH2:21][CH:20]([NH:19][C:2]2[N:7]=[C:6]3[NH:8][N:9]=[C:10]([C:11]4[CH:16]=[CH:15][N:14]=[C:13]([S:17][CH3:18])[N:12]=4)[C:5]3=[CH:4][N:3]=2)[CH2:25][CH2:24]1)([CH3:32])([CH3:30])[CH3:31], predict the reactants needed to synthesize it. The reactants are: Cl[C:2]1[N:7]=[C:6]2[NH:8][N:9]=[C:10]([C:11]3[CH:16]=[CH:15][N:14]=[C:13]([S:17][CH3:18])[N:12]=3)[C:5]2=[CH:4][N:3]=1.[NH2:19][C@@H:20]1[CH2:25][CH2:24][C@H:23]([NH:26][C:27](=[O:33])[O:28][C:29]([CH3:32])([CH3:31])[CH3:30])[CH2:22][CH2:21]1.C(N(CC)CC)C. (2) Given the product [CH3:1][N:2]([CH3:3])[CH2:4][C:5]([N:18]1[C:19]2[C:14](=[CH:13][CH:12]=[C:11]([N+:8]([O-:10])=[O:9])[CH:20]=2)[CH2:15][CH2:16][CH2:17]1)=[O:6], predict the reactants needed to synthesize it. The reactants are: [CH3:1][N:2]([CH2:4][C:5](Cl)=[O:6])[CH3:3].[N+:8]([C:11]1[CH:20]=[C:19]2[C:14]([CH2:15][CH2:16][CH2:17][NH:18]2)=[CH:13][CH:12]=1)([O-:10])=[O:9].C(N(CC)CC)C. (3) Given the product [C:1]([O:5][C:6]([N:8]1[CH2:13][C@H:12]([CH2:14][N:15]2[CH2:23][C:22]3[C:17](=[CH:18][C:19]([C:24]#[N:25])=[CH:20][CH:21]=3)[C:16]2=[O:26])[NH:11][CH2:10][C@H:9]1[CH3:38])=[O:7])([CH3:4])([CH3:2])[CH3:3], predict the reactants needed to synthesize it. The reactants are: [C:1]([O:5][C:6]([N:8]1[CH2:13][C@H:12]([CH2:14][N:15]2[CH2:23][C:22]3[C:17](=[CH:18][C:19]([C:24]#[N:25])=[CH:20][CH:21]=3)[C:16]2=[O:26])[N:11](CC2C=CC(OC)=CC=2OC)[CH2:10][C@H:9]1[CH3:38])=[O:7])([CH3:4])([CH3:3])[CH3:2].CCN(CC)CC.CC(OC(OC(OC(C)(C)C)=O)=O)(C)C. (4) Given the product [F:1][C:2]1[CH:3]=[CH:4][C:5]([N:8]2[CH:12]=[C:11]([CH:13]=[O:14])[N:10]=[N:9]2)=[CH:6][CH:7]=1, predict the reactants needed to synthesize it. The reactants are: [F:1][C:2]1[CH:7]=[CH:6][C:5]([N:8]2[CH:12]=[C:11]([CH2:13][OH:14])[N:10]=[N:9]2)=[CH:4][CH:3]=1. (5) The reactants are: [C:1]([C:3]1[C:4]([N:16]2[CH2:19][CH:18]([C:20](O)=[O:21])[CH2:17]2)=[N:5][C:6]([CH2:14][F:15])=[C:7]([C:9]([O:11][CH2:12][CH3:13])=[O:10])[CH:8]=1)#[N:2].[F:23][C:24]1[CH:29]=[CH:28][CH:27]=[C:26]([F:30])[C:25]=1[CH2:31][S:32]([NH2:35])(=[O:34])=[O:33]. Given the product [C:1]([C:3]1[C:4]([N:16]2[CH2:19][CH:18]([C:20](=[O:21])[NH:35][S:32]([CH2:31][C:25]3[C:26]([F:30])=[CH:27][CH:28]=[CH:29][C:24]=3[F:23])(=[O:33])=[O:34])[CH2:17]2)=[N:5][C:6]([CH2:14][F:15])=[C:7]([CH:8]=1)[C:9]([O:11][CH2:12][CH3:13])=[O:10])#[N:2], predict the reactants needed to synthesize it. (6) The reactants are: [F:1][C:2]([F:14])([F:13])[C:3]1[CH:8]=[C:7](O)[N:6]=[C:5]2[NH:10][N:11]=[CH:12][C:4]=12.O=P(Cl)(Cl)[Cl:17]. Given the product [Cl:17][C:7]1[N:6]=[C:5]2[NH:10][N:11]=[CH:12][C:4]2=[C:3]([C:2]([F:14])([F:13])[F:1])[CH:8]=1, predict the reactants needed to synthesize it. (7) Given the product [CH3:31][NH:32][C:33]1[N:42]=[CH:41][C:40]2[C:35](=[CH:36][C:37]([C:2]#[C:1][C:3]3[CH:4]=[C:5]([CH:27]=[CH:28][C:29]=3[CH3:30])[C:6]([NH:8][C:9]3[CH:14]=[CH:13][C:12]([CH2:15][N:16]4[CH2:17][CH2:18][N:19]([CH3:22])[CH2:20][CH2:21]4)=[C:11]([C:23]([F:25])([F:24])[F:26])[CH:10]=3)=[O:7])=[CH:38][CH:39]=2)[N:34]=1, predict the reactants needed to synthesize it. The reactants are: [C:1]([C:3]1[CH:4]=[C:5]([CH:27]=[CH:28][C:29]=1[CH3:30])[C:6]([NH:8][C:9]1[CH:14]=[CH:13][C:12]([CH2:15][N:16]2[CH2:21][CH2:20][N:19]([CH3:22])[CH2:18][CH2:17]2)=[C:11]([C:23]([F:26])([F:25])[F:24])[CH:10]=1)=[O:7])#[CH:2].[CH3:31][NH:32][C:33]1[N:42]=[CH:41][C:40]2[C:35](=[CH:36][C:37](Br)=[CH:38][CH:39]=2)[N:34]=1. (8) Given the product [CH3:10][C@H:11]1[CH2:16][C@@H:15]([OH:17])[C@H:14]([C:18]2([CH3:20])[O:24][CH2:19]2)[CH2:13][CH2:12]1, predict the reactants needed to synthesize it. The reactants are: OS([O-])(=O)=O.[Na+].O.[OH-].[Na+].[CH3:10][C@H:11]1[CH2:16][C@@H:15]([OH:17])[C@H:14]([C:18]([CH3:20])=[CH2:19])[CH2:13][CH2:12]1.OO.S([O-])([O-])=[O:24].[Na+].[Na+].